From a dataset of NCI-60 drug combinations with 297,098 pairs across 59 cell lines. Regression. Given two drug SMILES strings and cell line genomic features, predict the synergy score measuring deviation from expected non-interaction effect. (1) Drug 2: C(=O)(N)NO. Drug 1: COC1=C(C=C2C(=C1)N=CN=C2NC3=CC(=C(C=C3)F)Cl)OCCCN4CCOCC4. Cell line: UO-31. Synergy scores: CSS=27.6, Synergy_ZIP=-1.44, Synergy_Bliss=-1.63, Synergy_Loewe=-23.3, Synergy_HSA=0.147. (2) Drug 1: CS(=O)(=O)CCNCC1=CC=C(O1)C2=CC3=C(C=C2)N=CN=C3NC4=CC(=C(C=C4)OCC5=CC(=CC=C5)F)Cl. Drug 2: C1CCC(C(C1)[NH-])[NH-].C(=O)(C(=O)[O-])[O-].[Pt+4]. Cell line: T-47D. Synergy scores: CSS=32.4, Synergy_ZIP=-5.34, Synergy_Bliss=-3.51, Synergy_Loewe=1.44, Synergy_HSA=2.85.